Dataset: Full USPTO retrosynthesis dataset with 1.9M reactions from patents (1976-2016). Task: Predict the reactants needed to synthesize the given product. Given the product [F:11][C:8]1[CH:9]=[CH:10][C:5]([C:3](=[O:4])[CH2:2][O:15][C:12](=[O:14])[CH3:13])=[CH:6][CH:7]=1, predict the reactants needed to synthesize it. The reactants are: Cl[CH2:2][C:3]([C:5]1[CH:10]=[CH:9][C:8]([F:11])=[CH:7][CH:6]=1)=[O:4].[C:12]([O-:15])(=[O:14])[CH3:13].[Na+].